Dataset: Forward reaction prediction with 1.9M reactions from USPTO patents (1976-2016). Task: Predict the product of the given reaction. Given the reactants [F:1][C:2]1[C:7]([F:8])=[CH:6][CH:5]=[CH:4][C:3]=1[C@H:9]1[CH2:15][NH:14][C:13](=S)[C@H:12]([NH:17][C:18](=[O:24])[O:19][C:20]([CH3:23])([CH3:22])[CH3:21])[CH2:11][CH2:10]1.[NH2:25][CH2:26][CH:27]([OH:30])[CH2:28][CH3:29], predict the reaction product. The product is: [F:1][C:2]1[C:7]([F:8])=[CH:6][CH:5]=[CH:4][C:3]=1[C@H:9]1[CH2:15][NH:14][C:13](=[N:25][CH2:26][CH:27]([OH:30])[CH2:28][CH3:29])[C@H:12]([NH:17][C:18](=[O:24])[O:19][C:20]([CH3:23])([CH3:22])[CH3:21])[CH2:11][CH2:10]1.